Dataset: NCI-60 drug combinations with 297,098 pairs across 59 cell lines. Task: Regression. Given two drug SMILES strings and cell line genomic features, predict the synergy score measuring deviation from expected non-interaction effect. Drug 1: C(CCl)NC(=O)N(CCCl)N=O. Drug 2: CC1C(C(CC(O1)OC2CC(CC3=C2C(=C4C(=C3O)C(=O)C5=CC=CC=C5C4=O)O)(C(=O)C)O)N)O. Cell line: 786-0. Synergy scores: CSS=62.3, Synergy_ZIP=-1.44, Synergy_Bliss=0.828, Synergy_Loewe=-17.8, Synergy_HSA=3.34.